Dataset: Catalyst prediction with 721,799 reactions and 888 catalyst types from USPTO. Task: Predict which catalyst facilitates the given reaction. (1) Reactant: [CH3:1][Si:2]([CH3:39])([CH3:38])[CH2:3][CH2:4][O:5][CH2:6][N:7]([CH2:30][O:31][CH2:32][CH2:33][Si:34]([CH3:37])([CH3:36])[CH3:35])[C:8]1[N:13]2[N:14]=[CH:15][CH:16]=[C:12]2[N:11]=[C:10]([CH:17]2[CH2:22][CH2:21][N:20]([C:23]([O:25][C:26]([CH3:29])([CH3:28])[CH3:27])=[O:24])[CH2:19][CH2:18]2)[CH:9]=1.[I:40]N1C(=O)CCC1=O. Product: [CH3:37][Si:34]([CH3:36])([CH3:35])[CH2:33][CH2:32][O:31][CH2:30][N:7]([CH2:6][O:5][CH2:4][CH2:3][Si:2]([CH3:1])([CH3:38])[CH3:39])[C:8]1[N:13]2[N:14]=[CH:15][C:16]([I:40])=[C:12]2[N:11]=[C:10]([CH:17]2[CH2:22][CH2:21][N:20]([C:23]([O:25][C:26]([CH3:29])([CH3:28])[CH3:27])=[O:24])[CH2:19][CH2:18]2)[CH:9]=1. The catalyst class is: 31. (2) Reactant: Br[C:2]1[CH:3]=[N:4][C:5]2[N:6]([CH:8]=[C:9]([C:11]3[CH:12]=[C:13]([CH:15]=[CH:16][C:17]=3[Cl:18])[NH2:14])[N:10]=2)[CH:7]=1.[CH3:19][N:20]([C:28]1[CH:33]=[CH:32][C:31](B2OC(C)(C)C(C)(C)O2)=[CH:30][CH:29]=1)[C:21](=[O:27])[O:22][C:23]([CH3:26])([CH3:25])[CH3:24].C(=O)([O-])[O-].[Na+].[Na+]. Product: [NH2:14][C:13]1[CH:15]=[CH:16][C:17]([Cl:18])=[C:11]([C:9]2[N:10]=[C:5]3[N:4]=[CH:3][C:2]([C:31]4[CH:30]=[CH:29][C:28]([N:20]([CH3:19])[C:21](=[O:27])[O:22][C:23]([CH3:24])([CH3:25])[CH3:26])=[CH:33][CH:32]=4)=[CH:7][N:6]3[CH:8]=2)[CH:12]=1. The catalyst class is: 492.